The task is: Predict the product of the given reaction.. This data is from Forward reaction prediction with 1.9M reactions from USPTO patents (1976-2016). (1) Given the reactants [N+:1]([C:4]1[CH:9]=[CH:8][C:7]([CH2:10][C:11]([OH:13])=O)=[C:6]([C:14]([F:17])([F:16])[F:15])[CH:5]=1)([O-:3])=[O:2].C(Cl)(=O)C(Cl)=O.[CH2:24]([N:26]1[CH2:31][CH2:30][NH:29][CH2:28][CH2:27]1)[CH3:25], predict the reaction product. The product is: [N+:1]([C:4]1[CH:9]=[CH:8][C:7]([CH2:10][C:11]([N:29]2[CH2:30][CH2:31][N:26]([CH2:24][CH3:25])[CH2:27][CH2:28]2)=[O:13])=[C:6]([C:14]([F:17])([F:16])[F:15])[CH:5]=1)([O-:3])=[O:2]. (2) Given the reactants [N:1]([CH2:4][C@@H:5]([NH:13][C:14]([C:16]1[S:32][C:19]2=[N:20][C:21]3[CH2:22][CH2:23][CH:24]([C:28]([CH3:31])([CH3:30])[CH3:29])[CH2:25][C:26]=3[CH:27]=[C:18]2[CH:17]=1)=[O:15])[C:6]1[CH:11]=[CH:10][CH:9]=[C:8](Br)[CH:7]=1)=[N+]=[N-].[C:33]1(B(O)O)[CH:38]=[CH:37][CH:36]=[CH:35][CH:34]=1.C1C=CC(P(C2C=CC=CC=2)C2C=CC=CC=2)=CC=1.C([O-])([O-])=O.[Na+].[Na+], predict the reaction product. The product is: [NH2:1][CH2:4][C@@H:5]([NH:13][C:14]([C:16]1[S:32][C:19]2=[N:20][C:21]3[CH2:22][CH2:23][CH:24]([C:28]([CH3:31])([CH3:30])[CH3:29])[CH2:25][C:26]=3[CH:27]=[C:18]2[CH:17]=1)=[O:15])[C:6]1[CH:7]=[C:8]([C:33]2[CH:38]=[CH:37][CH:36]=[CH:35][CH:34]=2)[CH:9]=[CH:10][CH:11]=1. (3) Given the reactants [F:1][C:2]1[CH:7]=[CH:6][C:5]([C:8]2[NH:13][C:12](=[O:14])[C:11]([O:15]C)=[CH:10][N:9]=2)=[CH:4][CH:3]=1.C(Cl)Cl.B(Br)(Br)Br, predict the reaction product. The product is: [F:1][C:2]1[CH:3]=[CH:4][C:5]([C:8]2[NH:13][C:12](=[O:14])[C:11]([OH:15])=[CH:10][N:9]=2)=[CH:6][CH:7]=1.